Dataset: Reaction yield outcomes from USPTO patents with 853,638 reactions. Task: Predict the reaction yield, written as a fraction of the theoretical maximum amount of product (1.0 means a 100% yield; for example, 0.34 means a 34% yield). The reactants are [F:1][C:2]([F:14])([F:13])[C:3]1[C:12]2[C:7](=[CH:8][CH:9]=[CH:10][CH:11]=2)[N:6]=[CH:5][CH:4]=1.OS(O)(=O)=O.[N+:20]([O-])([OH:22])=[O:21]. No catalyst specified. The product is [N+:20]([C:8]1[CH:9]=[CH:10][CH:11]=[C:12]2[C:7]=1[N:6]=[CH:5][CH:4]=[C:3]2[C:2]([F:1])([F:13])[F:14])([O-:22])=[O:21]. The yield is 0.290.